From a dataset of Full USPTO retrosynthesis dataset with 1.9M reactions from patents (1976-2016). Predict the reactants needed to synthesize the given product. (1) Given the product [NH2:23][C:18]1[CH:19]=[CH:20][CH:21]=[CH:22][C:17]=1/[CH:16]=[CH:15]/[C:14]([N:11]1[CH2:12][CH2:13][C:8]2[C:7](=[O:27])[O:6][C:5]([CH2:1][CH:2]([CH3:3])[CH3:4])([C:28]3[CH:33]=[CH:32][CH:31]=[CH:30][CH:29]=3)[C:9]=2[CH2:10]1)=[O:26], predict the reactants needed to synthesize it. The reactants are: [CH2:1]([C:5]1([C:28]2[CH:33]=[CH:32][CH:31]=[CH:30][CH:29]=2)[C:9]2[CH2:10][N:11]([C:14](=[O:26])/[CH:15]=[CH:16]/[C:17]3[CH:22]=[CH:21][CH:20]=[CH:19][C:18]=3[N+:23]([O-])=O)[CH2:12][CH2:13][C:8]=2[C:7](=[O:27])[O:6]1)[CH:2]([CH3:4])[CH3:3].O.[Sn](Cl)Cl. (2) Given the product [O:1]([C:8]1[CH:9]=[CH:10][C:11]([NH:14][C:15]2[C:24]3[C:19](=[CH:20][C:21]([C:25]4[O:26][C:27]([CH:30]=[O:31])=[CH:28][CH:29]=4)=[CH:22][CH:23]=3)[N:18]=[CH:17][CH:16]=2)=[CH:12][CH:13]=1)[C:2]1[CH:3]=[CH:4][CH:5]=[CH:6][CH:7]=1, predict the reactants needed to synthesize it. The reactants are: [O:1]([C:8]1[CH:13]=[CH:12][C:11]([NH:14][C:15]2[C:24]3[C:19](=[CH:20][C:21]([C:25]4[O:26][C:27]([CH:30]5OCC[O:31]5)=[CH:28][CH:29]=4)=[CH:22][CH:23]=3)[N:18]=[CH:17][CH:16]=2)=[CH:10][CH:9]=1)[C:2]1[CH:7]=[CH:6][CH:5]=[CH:4][CH:3]=1.[OH-].[Na+]. (3) The reactants are: [OH:1][CH2:2][CH2:3][CH:4]1[C:8]2[CH:9]=[CH:10][C:11]([C:13]#[N:14])=[CH:12][C:7]=2[CH2:6][O:5]1.[OH:15]O.[OH-].[Na+]. Given the product [OH:1][CH2:2][CH2:3][CH:4]1[C:8]2[CH:9]=[CH:10][C:11]([C:13]([NH2:14])=[O:15])=[CH:12][C:7]=2[CH2:6][O:5]1, predict the reactants needed to synthesize it. (4) Given the product [CH:1]1[C:10]2[C:5](=[C:6]([CH2:11][C:12]([OH:14])=[O:13])[CH:7]=[CH:8][CH:9]=2)[CH:4]=[CH:3][N:2]=1, predict the reactants needed to synthesize it. The reactants are: [CH:1]1[C:10]2[C:5](=[C:6]([CH2:11][C:12]([O:14]CC)=[O:13])[CH:7]=[CH:8][CH:9]=2)[CH:4]=[CH:3][N:2]=1.[OH-].[Na+].O. (5) Given the product [NH2:1][C:2]1[C:7]([C:8]#[N:9])=[C:6]([C:10]2[CH:28]=[CH:27][C:13]([O:14][CH:15]3[CH2:19][CH2:18][N:17]([C:20]([O:22][C:23]([CH3:25])([CH3:26])[CH3:24])=[O:21])[CH2:16]3)=[CH:12][CH:11]=2)[C:5]([C:29]#[N:30])=[C:4]([S:31][CH2:33][C:34]2[N:35]=[C:36]([C:39]3[CH:44]=[CH:43][C:42]([Cl:45])=[CH:41][CH:40]=3)[S:37][CH:38]=2)[N:3]=1, predict the reactants needed to synthesize it. The reactants are: [NH2:1][C:2]1[C:7]([C:8]#[N:9])=[C:6]([C:10]2[CH:28]=[CH:27][C:13]([O:14][CH:15]3[CH2:19][CH2:18][N:17]([C:20]([O:22][C:23]([CH3:26])([CH3:25])[CH3:24])=[O:21])[CH2:16]3)=[CH:12][CH:11]=2)[C:5]([C:29]#[N:30])=[C:4]([SH:31])[N:3]=1.Cl[CH2:33][C:34]1[N:35]=[C:36]([C:39]2[CH:44]=[CH:43][C:42]([Cl:45])=[CH:41][CH:40]=2)[S:37][CH:38]=1.C(=O)(O)[O-].[Na+]. (6) The reactants are: [N:1]1([C:6]2[CH:18]=[CH:17][C:9]3[CH:10]([C:13]([O:15]C)=[O:14])[CH2:11][O:12][C:8]=3[CH:7]=2)[CH:5]=[N:4][N:3]=[N:2]1.O[Li].O. Given the product [N:1]1([C:6]2[CH:18]=[CH:17][C:9]3[CH:10]([C:13]([OH:15])=[O:14])[CH2:11][O:12][C:8]=3[CH:7]=2)[CH:5]=[N:4][N:3]=[N:2]1, predict the reactants needed to synthesize it. (7) Given the product [C:17]([C:8]1[C:7]([CH:6]=[CH:5][C:4]([OH:23])=[O:3])=[CH:12][CH:11]=[C:10]([C:13]([F:16])([F:14])[F:15])[N:9]=1)#[CH:18], predict the reactants needed to synthesize it. The reactants are: C([O:3][C:4](=[O:23])[CH:5]=[CH:6][C:7]1[C:8]([C:17]#[C:18][Si](C)(C)C)=[N:9][C:10]([C:13]([F:16])([F:15])[F:14])=[CH:11][CH:12]=1)C.[OH-].[Na+].